Dataset: Reaction yield outcomes from USPTO patents with 853,638 reactions. Task: Predict the reaction yield, written as a fraction of the theoretical maximum amount of product (1.0 means a 100% yield; for example, 0.34 means a 34% yield). (1) The reactants are C([CH2:4][CH:5]([NH2:28])[CH2:6][CH2:7][CH2:8][CH2:9][CH2:10][O:11][C:12]1[CH:17]=[CH:16][C:15]([C:18]([C:20]2[CH:25]=[CH:24][C:23]([Br:26])=[CH:22][CH:21]=2)=[O:19])=[C:14]([F:27])[CH:13]=1)C=C.[C:29]([OH:36])(=[O:35])/[CH:30]=[CH:31]/[C:32]([OH:34])=[O:33]. The catalyst is C(O)C. The product is [C:29]([OH:36])(=[O:35])/[CH:30]=[CH:31]/[C:32]([OH:34])=[O:33].[CH2:31]([C:5]([CH3:4])([NH2:28])[CH2:6][CH2:7][CH2:8][CH2:9][CH2:10][O:11][C:12]1[CH:17]=[CH:16][C:15]([C:18]([C:20]2[CH:21]=[CH:22][C:23]([Br:26])=[CH:24][CH:25]=2)=[O:19])=[C:14]([F:27])[CH:13]=1)[CH:30]=[CH2:29]. The yield is 0.534. (2) The reactants are ClC(Cl)(Cl)[C:3]([NH:5][C:6]1[CH:7]=[CH:8][CH:9]=[C:10]2[C:15]=1[N:14]=[CH:13][CH:12]=[CH:11]2)=[O:4].[C:18]([C:22]1[CH:31]=[C:30]2[C:25]([CH:26]([NH2:32])[CH2:27][CH2:28][O:29]2)=[CH:24][CH:23]=1)([CH3:21])([CH3:20])[CH3:19].N12CCCN=C1CCCCC2. The catalyst is C(#N)C. The product is [C:18]([C:22]1[CH:31]=[C:30]2[C:25]([CH:26]([NH:32][C:3]([NH:5][C:6]3[CH:7]=[CH:8][CH:9]=[C:10]4[C:15]=3[N:14]=[CH:13][CH:12]=[CH:11]4)=[O:4])[CH2:27][CH2:28][O:29]2)=[CH:24][CH:23]=1)([CH3:21])([CH3:19])[CH3:20]. The yield is 0.140. (3) The reactants are [O:1]1[CH2:5][CH2:4][CH2:3][CH:2]1[CH2:6][OH:7].N1C=CC=C[CH:9]=1.C[C:15]1[CH:20]=[CH:19][C:18]([S:21](Cl)(=[O:23])=[O:22])=[CH:17][CH:16]=1.O. The catalyst is C(Cl)Cl. The product is [CH3:9][S:21]([C:18]1[CH:19]=[CH:20][C:15]([O:7][CH2:6][CH:2]2[CH2:3][CH2:4][CH2:5][O:1]2)=[CH:16][CH:17]=1)(=[O:23])=[O:22]. The yield is 0.683. (4) The reactants are [NH:1]1[CH:5]=[CH:4][N:3]=[C:2]1[C:6]1[CH:12]=[CH:11][C:9]([NH2:10])=[C:8]([CH3:13])[CH:7]=1.[CH3:14][O:15][C:16]1[CH:21]=[CH:20][C:19]([C:22](=O)[CH2:23][CH2:24][C:25](=O)[CH2:26][CH2:27][C:28]([O:30][CH2:31][CH3:32])=[O:29])=[CH:18][CH:17]=1. The catalyst is CCO.C(S([O-])(=O)=O)(F)(F)F.C(S([O-])(=O)=O)(F)(F)F.[Zn+2]. The product is [NH:1]1[CH:5]=[CH:4][N:3]=[C:2]1[C:6]1[CH:12]=[CH:11][C:9]([N:10]2[C:22]([C:19]3[CH:20]=[CH:21][C:16]([O:15][CH3:14])=[CH:17][CH:18]=3)=[CH:23][CH:24]=[C:25]2[CH2:26][CH2:27][C:28]([O:30][CH2:31][CH3:32])=[O:29])=[C:8]([CH3:13])[CH:7]=1. The yield is 0.300. (5) The reactants are [Br:1][C:2]1[CH:7]=[CH:6][CH:5]=[CH:4][C:3]=1[CH2:8][CH2:9][C:10]([OH:12])=O.[CH:13]([NH:16][NH:17][C:18](=[O:25])[C:19]1[CH:24]=[CH:23][CH:22]=[CH:21][CH:20]=1)([CH3:15])[CH3:14].C(N(CC)CC)C.C1C=CC2N(O)N=NC=2C=1.CCN=C=NCCCN(C)C. The catalyst is CN(C=O)C. The product is [Br:1][C:2]1[CH:7]=[CH:6][CH:5]=[CH:4][C:3]=1[CH2:8][CH2:9][C:10]([N:16]([CH:13]([CH3:15])[CH3:14])[NH:17][C:18](=[O:25])[C:19]1[CH:24]=[CH:23][CH:22]=[CH:21][CH:20]=1)=[O:12]. The yield is 0.590. (6) The product is [OH:1][CH:2]1[CH2:11][C:10]2[C:9]([NH:12][C:13]([NH:26][C:25]3[CH:27]=[CH:28][CH:29]=[C:23]([I:22])[CH:24]=3)=[O:21])=[CH:8][CH:7]=[CH:6][C:5]=2[CH2:4][CH2:3]1. The catalyst is CS(C)=O. The yield is 0.470. The reactants are [OH:1][CH:2]1[CH2:11][C:10]2[C:9]([NH:12][C:13](=[O:21])OC3C=CC=CC=3)=[CH:8][CH:7]=[CH:6][C:5]=2[CH2:4][CH2:3]1.[I:22][C:23]1[CH:24]=[C:25]([CH:27]=[CH:28][CH:29]=1)[NH2:26].O. (7) No catalyst specified. The reactants are [C:1](=O)([O-])[O-].[K+].[K+].[C:7]([O:11][C:12](=[O:28])[NH:13][C:14]1[CH:26]=[CH:25][C:24]2[C:23]3[C:18](=[CH:19][C:20]([NH2:27])=[CH:21][CH:22]=3)[CH2:17][C:16]=2[CH:15]=1)([CH3:10])([CH3:9])[CH3:8].[CH2:29](I)[CH2:30][CH3:31].[C:33](#N)[CH3:34]. The product is [CH2:29]([NH:27][C:20]1[CH:19]=[C:18]2[C:23]([C:24]3[CH:25]=[CH:26][C:14]([NH:13][C:12](=[O:28])[O:11][C:7]([CH3:10])([CH3:8])[CH3:9])=[CH:15][C:16]=3[CH2:17]2)=[CH:22][CH:21]=1)[CH2:30][CH3:31].[C:7]([O:11][C:12](=[O:28])[NH:13][C:14]1[CH:26]=[CH:25][C:24]2[C:23]3[C:18](=[CH:19][C:20]([N:27]([CH2:1][CH2:33][CH3:34])[CH2:29][CH2:30][CH3:31])=[CH:21][CH:22]=3)[CH2:17][C:16]=2[CH:15]=1)([CH3:10])([CH3:8])[CH3:9]. The yield is 0.400. (8) The reactants are C1COCC1.C([O:13][C:14]1[CH:47]=[CH:46][C:17]([C:18]([O:20][CH2:21][N:22]2[C:31]3[C:26](=[C:27]([F:36])[CH:28]=[CH:29][C:30]=3[O:32][CH2:33][CH2:34][CH3:35])[C:25](=[O:37])[C:24]([C:38]3[CH:43]=[CH:42][C:41]([O:44][CH3:45])=[CH:40][CH:39]=3)=[CH:23]2)=[O:19])=[CH:16][CH:15]=1)C1C=CC=CC=1.[H][H]. The catalyst is [Pd].C(O)C. The product is [OH:13][C:14]1[CH:15]=[CH:16][C:17]([C:18]([O:20][CH2:21][N:22]2[C:31]3[C:26](=[C:27]([F:36])[CH:28]=[CH:29][C:30]=3[O:32][CH2:33][CH2:34][CH3:35])[C:25](=[O:37])[C:24]([C:38]3[CH:39]=[CH:40][C:41]([O:44][CH3:45])=[CH:42][CH:43]=3)=[CH:23]2)=[O:19])=[CH:46][CH:47]=1. The yield is 1.00. (9) The reactants are [C:1]([O:5]C1C=CC=CC=1CN(CC1C=CC=CN=1)CCCN1CCC(C2C=CC=CC=2)CC1)([CH3:4])([CH3:3])[CH3:2].[CH2:36]([CH:43]1[CH2:48][CH2:47][NH:46][CH2:45][CH2:44]1)[C:37]1[CH:42]=[CH:41][CH:40]=[CH:39][CH:38]=1.[C:49]([O:53][C:54]1[CH:74]=[CH:73][CH:72]=[CH:71][C:55]=1[CH2:56][N:57]([CH2:67][CH2:68][CH2:69]Cl)[CH2:58][CH2:59][NH:60][C:61](=[O:66])C(C)(C)C)([CH3:52])([CH3:51])[CH3:50].C([O-])([O-])=O.[K+].[K+]. No catalyst specified. The product is [CH2:36]([CH:43]1[CH2:48][CH2:47][N:46]([CH2:69][CH2:68][CH2:67][N:57]([CH2:56][C:55]2[CH:71]=[CH:72][CH:73]=[CH:74][C:54]=2[O:53][C:49]([CH3:50])([CH3:51])[CH3:52])[CH2:58][CH2:59][NH:60][C:61](=[O:66])[O:5][C:1]([CH3:4])([CH3:3])[CH3:2])[CH2:45][CH2:44]1)[C:37]1[CH:42]=[CH:41][CH:40]=[CH:39][CH:38]=1. The yield is 0.800.